This data is from Peptide-MHC class II binding affinity with 134,281 pairs from IEDB. The task is: Regression. Given a peptide amino acid sequence and an MHC pseudo amino acid sequence, predict their binding affinity value. This is MHC class II binding data. (1) The binding affinity (normalized) is 0.138. The MHC is HLA-DQA10101-DQB10501 with pseudo-sequence HLA-DQA10101-DQB10501. The peptide sequence is AGCQTYKWETFLTSE. (2) The peptide sequence is FLPVFLAQPPSGQRR. The MHC is HLA-DQA10102-DQB10602 with pseudo-sequence HLA-DQA10102-DQB10602. The binding affinity (normalized) is 0.167.